Task: Predict the reaction yield, written as a fraction of the theoretical maximum amount of product (1.0 means a 100% yield; for example, 0.34 means a 34% yield).. Dataset: Reaction yield outcomes from USPTO patents with 853,638 reactions (1) The reactants are [Si:1]([O:8][CH2:9][C@@H:10]1[C@@H:14]([OH:15])[CH2:13][CH2:12][N:11]1[C:16]([O:18][C:19]([CH3:22])([CH3:21])[CH3:20])=[O:17])([C:4]([CH3:7])([CH3:6])[CH3:5])([CH3:3])[CH3:2].[H-].[Na+].[F:25][C:26]1[CH:27]=[C:28]([N+:33]([O-:35])=[O:34])[CH:29]=[C:30](F)[CH:31]=1. The catalyst is CN(C=O)C. The product is [Si:1]([O:8][CH2:9][C@@H:10]1[C@@H:14]([O:15][C:30]2[CH:29]=[C:28]([N+:33]([O-:35])=[O:34])[CH:27]=[C:26]([F:25])[CH:31]=2)[CH2:13][CH2:12][N:11]1[C:16]([O:18][C:19]([CH3:22])([CH3:21])[CH3:20])=[O:17])([C:4]([CH3:7])([CH3:6])[CH3:5])([CH3:3])[CH3:2]. The yield is 0.820. (2) The catalyst is ClCCl. The product is [CH2:1]([N:4]1[CH2:15][CH:14]2[CH2:16][CH:6]([C:7](=[O:19])[C:8]3[C:9]([OH:17])=[CH:10][CH:11]=[CH:12][C:13]=32)[CH2:5]1)[CH:2]=[CH2:3]. The yield is 0.440. The reactants are [CH2:1]([N:4]1[CH2:15][CH:14]2[CH2:16][CH:6]([C:7](=[O:19])[C:8]3[C:9]([O:17]C)=[CH:10][CH:11]=[CH:12][C:13]=32)[CH2:5]1)[CH:2]=[CH2:3].B(Cl)(Cl)Cl.C([O-])(O)=O.[Na+]. (3) The reactants are C(O)(=O)C.[C:5]([O:9][C:10](=[O:35])[NH:11][C:12]1[CH:13]=[N:14][C:15]([C:18](=O)[CH2:19][O:20][C:21]2[CH:22]=[N:23][C:24]3[C:29]([C:30]=2[NH2:31])=[N:28][C:27]([O:32][CH3:33])=[CH:26][CH:25]=3)=[CH:16][CH:17]=1)([CH3:8])([CH3:7])[CH3:6].C([BH3-])#N.[Na+].ClCCl. The catalyst is CO. The product is [C:5]([O:9][C:10](=[O:35])[NH:11][C:12]1[CH:13]=[N:14][C:15]([CH:18]2[NH:31][C:30]3[C:29]4[C:24](=[CH:25][CH:26]=[C:27]([O:32][CH3:33])[N:28]=4)[N:23]=[CH:22][C:21]=3[O:20][CH2:19]2)=[CH:16][CH:17]=1)([CH3:8])([CH3:7])[CH3:6]. The yield is 0.490. (4) The reactants are F[B-](F)(F)[CH2:3][N:4]1[CH2:9][CH2:8][N:7]([C:10]2[NH:11][C:12](=[O:21])[C:13]3[CH2:19][CH2:18][CH2:17][N:16]([CH3:20])[C:14]=3[N:15]=2)[CH2:6][CH2:5]1.[K+].Cl[C:26]1[N:31]=[CH:30][C:29]([F:32])=[CH:28][N:27]=1.C(=O)([O-])[O-].[Cs+].[Cs+].CC(C1C=C(C(C)C)C(C2C=CC=CC=2P(C2CCCCC2)C2CCCCC2)=C(C(C)C)C=1)C. The catalyst is C([O-])(=O)C.[Pd+2].C([O-])(=O)C.O.C1COCC1. The product is [F:32][C:29]1[CH:28]=[N:27][C:26]([CH2:3][N:4]2[CH2:9][CH2:8][N:7]([C:10]3[NH:11][C:12](=[O:21])[C:13]4[CH2:19][CH2:18][CH2:17][N:16]([CH3:20])[C:14]=4[N:15]=3)[CH2:6][CH2:5]2)=[N:31][CH:30]=1. The yield is 0.0750. (5) The reactants are C([O:3][C:4](=[O:35])[CH2:5][CH:6]([C:29]1[CH:34]=[CH:33][CH:32]=[CH:31][CH:30]=1)[N:7]1[C:15]2[C:10](=[CH:11][C:12]([O:16][CH2:17][CH2:18][C:19]3[CH:28]=[CH:27][C:26]4[CH2:25][CH2:24][CH2:23][NH:22][C:21]=4[N:20]=3)=[CH:13][CH:14]=2)[CH:9]=[CH:8]1)C.C1COCC1.CO.O.O.[OH-].[Li+].Cl. The catalyst is C(OCC)(=O)C. The product is [C:29]1([CH:6]([N:7]2[C:15]3[C:10](=[CH:11][C:12]([O:16][CH2:17][CH2:18][C:19]4[CH:28]=[CH:27][C:26]5[CH2:25][CH2:24][CH2:23][NH:22][C:21]=5[N:20]=4)=[CH:13][CH:14]=3)[CH:9]=[CH:8]2)[CH2:5][C:4]([OH:35])=[O:3])[CH:34]=[CH:33][CH:32]=[CH:31][CH:30]=1. The yield is 0.660.